From a dataset of Catalyst prediction with 721,799 reactions and 888 catalyst types from USPTO. Predict which catalyst facilitates the given reaction. (1) Reactant: Cl[C:2]1[CH:7]=[C:6]([C:8]2[C:13]([CH3:14])=[CH:12][C:11]([CH3:15])=[CH:10][N:9]=2)[C:5]([Cl:16])=[CH:4][N:3]=1.[F-].[Cs+].[N:19]1[C:20]([CH2:28][N:29]2[CH2:34][CH2:33][O:32][CH2:31][CH2:30]2)=[CH:21][N:22]2[CH2:27][CH2:26][NH:25][CH2:24][C:23]=12.C(OCC)(=O)C. Product: [Cl:16][C:5]1[C:6]([C:8]2[C:13]([CH3:14])=[CH:12][C:11]([CH3:15])=[CH:10][N:9]=2)=[CH:7][C:2]([N:25]2[CH2:26][CH2:27][N:22]3[CH:21]=[C:20]([CH2:28][N:29]4[CH2:30][CH2:31][O:32][CH2:33][CH2:34]4)[N:19]=[C:23]3[CH2:24]2)=[N:3][CH:4]=1. The catalyst class is: 58. (2) Reactant: [Si:1]([O:8][CH2:9][CH2:10][N:11]1[C:16]2[C:17]3[CH:23]=[CH:22][N:21]([S:24]([C:27]4[CH:32]=[CH:31][CH:30]=[CH:29][CH:28]=4)(=[O:26])=[O:25])[C:18]=3[N:19]=[CH:20][C:15]=2[CH2:14][N:13]([C:33]2[C:38]([F:39])=[C:37]([O:40][CH3:41])[CH:36]=[C:35]([O:42][CH3:43])[C:34]=2[F:44])[C:12]1=[O:45])([C:4]([CH3:7])([CH3:6])[CH3:5])([CH3:3])[CH3:2].[Li+].CC([N-]C(C)C)C.CN(C)[CH:56]=[O:57]. Product: [Si:1]([O:8][CH2:9][CH2:10][N:11]1[C:16]2[C:17]3[CH:23]=[C:22]([CH:56]=[O:57])[N:21]([S:24]([C:27]4[CH:32]=[CH:31][CH:30]=[CH:29][CH:28]=4)(=[O:26])=[O:25])[C:18]=3[N:19]=[CH:20][C:15]=2[CH2:14][N:13]([C:33]2[C:34]([F:44])=[C:35]([O:42][CH3:43])[CH:36]=[C:37]([O:40][CH3:41])[C:38]=2[F:39])[C:12]1=[O:45])([C:4]([CH3:6])([CH3:7])[CH3:5])([CH3:2])[CH3:3]. The catalyst class is: 7. (3) Reactant: C[O:2][C:3]([C:5]1[CH:23]=[CH:22][C:8]2[NH:9][C:10]([CH2:12][O:13][C:14]3[CH:19]=[CH:18][C:17]([Cl:20])=[CH:16][C:15]=3[Cl:21])=[N:11][C:7]=2[CH:6]=1)=O.O.[NH2:25][NH2:26].O. Product: [Cl:21][C:15]1[CH:16]=[C:17]([Cl:20])[CH:18]=[CH:19][C:14]=1[O:13][CH2:12][C:10]1[NH:9][C:8]2[CH:22]=[CH:23][C:5]([C:3]([NH:25][NH2:26])=[O:2])=[CH:6][C:7]=2[N:11]=1. The catalyst class is: 13. (4) Reactant: [CH2:1]([C:5]1[CH:10]=[CH:9][C:8]([C:11]2[S:15][C:14]([CH2:16]O)=[CH:13][CH:12]=2)=[CH:7][CH:6]=1)[CH2:2][CH2:3][CH3:4].C(N(CC)CC)C.S(Cl)([Cl:27])=O. Product: [Cl:27][CH2:16][C:14]1[S:15][C:11]([C:8]2[CH:9]=[CH:10][C:5]([CH2:1][CH2:2][CH2:3][CH3:4])=[CH:6][CH:7]=2)=[CH:12][CH:13]=1. The catalyst class is: 2.